This data is from Forward reaction prediction with 1.9M reactions from USPTO patents (1976-2016). The task is: Predict the product of the given reaction. (1) Given the reactants [C:1]([CH:3]1[CH2:8][CH2:7][N:6]([C:9]([N:11]2[CH2:16][CH:15]([C:17]3[CH:22]=[CH:21][C:20]([C:23]([F:26])([F:25])[F:24])=[CH:19][CH:18]=3)[CH2:14][CH:13]([C:27](O)=[O:28])[CH2:12]2)=[O:10])[CH2:5][CH2:4]1)#[N:2].[F:30][C:31]1[CH:36]=[C:35]([F:37])[CH:34]=[CH:33][C:32]=1[C:38](=[NH:41])[NH:39]O, predict the reaction product. The product is: [F:30][C:31]1[CH:36]=[C:35]([F:37])[CH:34]=[CH:33][C:32]=1[C:38]1[N:41]=[C:27]([CH:13]2[CH2:14][CH:15]([C:17]3[CH:22]=[CH:21][C:20]([C:23]([F:24])([F:26])[F:25])=[CH:19][CH:18]=3)[CH2:16][N:11]([C:9]([N:6]3[CH2:5][CH2:4][CH:3]([C:1]#[N:2])[CH2:8][CH2:7]3)=[O:10])[CH2:12]2)[O:28][N:39]=1. (2) Given the reactants [F:1][C:2]1[CH:3]=[C:4]2[C:20](=[O:21])[NH:19][N:18]=[C:7]3[CH2:8][C:9]([CH3:17])([CH3:16])[C:10](=[O:15])[C:11]4[NH:12][C:13]([CH:14]=1)=[C:5]2[C:6]=43.[BH4-].[Na+], predict the reaction product. The product is: [F:1][C:2]1[CH:3]=[C:4]2[C:20](=[O:21])[NH:19][N:18]=[C:7]3[CH2:8][C:9]([CH3:17])([CH3:16])[CH:10]([OH:15])[C:11]4[NH:12][C:13]([CH:14]=1)=[C:5]2[C:6]=43. (3) Given the reactants [Cl:1][C:2]1[CH:7]=[CH:6][C:5]([CH2:8][C:9]([NH:11][C:12]2[S:13][C:14]3[CH:20]=[C:19]([C:21](O)=[O:22])[CH:18]=[CH:17][C:15]=3[N:16]=2)=[O:10])=[C:4]([F:24])[CH:3]=1.[NH2:25][C:26]1[CH:35]=[CH:34][C:29]2[NH:30][C:31](=[O:33])[O:32][C:28]=2[CH:27]=1.CCN=C=NCCCN(C)C.C1C=CC2N(O)N=NC=2C=1, predict the reaction product. The product is: [O:33]=[C:31]1[NH:30][C:29]2[CH:34]=[CH:35][C:26]([NH:25][C:21]([C:19]3[CH:18]=[CH:17][C:15]4[N:16]=[C:12]([NH:11][C:9](=[O:10])[CH2:8][C:5]5[CH:6]=[CH:7][C:2]([Cl:1])=[CH:3][C:4]=5[F:24])[S:13][C:14]=4[CH:20]=3)=[O:22])=[CH:27][C:28]=2[O:32]1. (4) Given the reactants [CH2:1]([N:3]1[C:8]2[N:9]=[C:10]([S:13][CH3:14])[N:11]=[CH:12][C:7]=2[CH:6]=[C:5]([C:15]2[CH:20]=[CH:19][C:18]([S:21]([N:24]3[CH2:28][CH2:27][CH2:26][CH2:25]3)(=[O:23])=[O:22])=[CH:17][C:16]=2[CH3:29])[C:4]1=[O:30])[CH3:2].C1C=C(Cl)C=C(C(OO)=[O:39])C=1, predict the reaction product. The product is: [CH2:1]([N:3]1[C:8]2[N:9]=[C:10]([S:13]([CH3:14])=[O:39])[N:11]=[CH:12][C:7]=2[CH:6]=[C:5]([C:15]2[CH:20]=[CH:19][C:18]([S:21]([N:24]3[CH2:28][CH2:27][CH2:26][CH2:25]3)(=[O:23])=[O:22])=[CH:17][C:16]=2[CH3:29])[C:4]1=[O:30])[CH3:2].